This data is from Forward reaction prediction with 1.9M reactions from USPTO patents (1976-2016). The task is: Predict the product of the given reaction. (1) Given the reactants [C:1]([O:5][C:6]([NH:8][C:9]1[S:13][C:12]([C:14]([O:16][CH3:17])=[O:15])=[CH:11][C:10]=1[N+:18]([O-])=O)=[O:7])([CH3:4])([CH3:3])[CH3:2].[H][H], predict the reaction product. The product is: [NH2:18][C:10]1[CH:11]=[C:12]([C:14]([O:16][CH3:17])=[O:15])[S:13][C:9]=1[NH:8][C:6]([O:5][C:1]([CH3:2])([CH3:3])[CH3:4])=[O:7]. (2) The product is: [CH2:30]([C:22]1[N:21]([C:10]2[N:9]=[C:8]3[C:13]([N:14]=[C:6]([CH2:5][CH:3]4[CH2:2][N:1]([C:35](=[O:36])[C:34]([OH:33])([CH3:39])[CH3:38])[CH2:4]4)[N:7]3[CH3:32])=[C:12]([N:15]3[CH2:20][CH2:19][O:18][CH2:17][CH2:16]3)[N:11]=2)[C:25]2[CH:26]=[CH:27][CH:28]=[CH:29][C:24]=2[N:23]=1)[CH3:31]. Given the reactants [NH:1]1[CH2:4][CH:3]([CH2:5][C:6]2[N:7]([CH3:32])[C:8]3[C:13]([N:14]=2)=[C:12]([N:15]2[CH2:20][CH2:19][O:18][CH2:17][CH2:16]2)[N:11]=[C:10]([N:21]2[C:25]4[CH:26]=[CH:27][CH:28]=[CH:29][C:24]=4[N:23]=[C:22]2[CH2:30][CH3:31])[N:9]=3)[CH2:2]1.[OH:33][C:34]([CH3:39])([CH3:38])[C:35](O)=[O:36].CCN(C(C)C)C(C)C.CN(C(ON1N=NC2C=CC=NC1=2)=[N+](C)C)C.F[P-](F)(F)(F)(F)F, predict the reaction product.